Task: Predict the product of the given reaction.. Dataset: Forward reaction prediction with 1.9M reactions from USPTO patents (1976-2016) (1) The product is: [Cl:14][C:10]1[CH:11]=[CH:2][CH:3]=[C:4]2[C:9]=1[N:8]=[C:7]([CH:12]=[O:13])[CH:6]=[CH:5]2. Given the reactants Cl[C:2]1[CH:3]=[C:4]2[C:9](=[CH:10][CH:11]=1)[N:8]=[C:7]([CH:12]=[O:13])[CH:6]=[CH:5]2.[Cl:14]C1C=CC=C2C=1N=C(C)C=C2, predict the reaction product. (2) Given the reactants C([O:3][C:4](=[O:19])[C@@H:5]([O:17][CH3:18])[CH2:6][C:7]1[CH:12]=[CH:11][C:10]([O:13][CH2:14][CH2:15]Br)=[CH:9][CH:8]=1)C.[N:20]1([C:26]2[CH:27]=[C:28]([OH:32])[CH:29]=[CH:30][CH:31]=2)[CH2:25][CH2:24][O:23][CH2:22][CH2:21]1.CO[C@@H](CC1C=CC(OCCCOC2C=CC=CC=2)=CC=1)C(O)=O, predict the reaction product. The product is: [CH3:18][O:17][C@@H:5]([CH2:6][C:7]1[CH:8]=[CH:9][C:10]([O:13][CH2:14][CH2:15][O:32][C:28]2[CH:29]=[CH:30][CH:31]=[C:26]([N:20]3[CH2:25][CH2:24][O:23][CH2:22][CH2:21]3)[CH:27]=2)=[CH:11][CH:12]=1)[C:4]([OH:3])=[O:19]. (3) Given the reactants [NH2:1][C:2]1[C:11]2=[CH:12][N:13]([CH:15]3[C:19]([OH:21])([CH3:20])[CH:18]([OH:22])[CH:17]([C:23]([C:36]4[CH:41]=[CH:40][CH:39]=[CH:38][CH:37]=4)([C:30]4[CH:35]=[CH:34][CH:33]=[CH:32][CH:31]=4)[O:24][SiH2:25][C:26]([CH3:29])([CH3:28])[CH3:27])[O:16]3)[N:14]=[C:9]3[C:10]2=[C:4]([C:5](=[O:42])[NH:6][N:7]=[CH:8]3)[CH:3]=1.[C:43](Cl)(=[O:47])[CH:44]([CH3:46])[CH3:45], predict the reaction product. The product is: [NH2:1][C:2]1[C:11]2=[CH:12][N:13]([CH:15]3[O:16][CH:17]([C:23]([C:30]4[CH:31]=[CH:32][CH:33]=[CH:34][CH:35]=4)([C:36]4[CH:37]=[CH:38][CH:39]=[CH:40][CH:41]=4)[O:24][SiH2:25][C:26]([CH3:27])([CH3:28])[CH3:29])[CH:18]([O:22][C:43](=[O:47])[CH:44]([CH3:46])[CH3:45])[C:19]3([OH:21])[CH3:20])[N:14]=[C:9]3[C:10]2=[C:4]([C:5](=[O:42])[NH:6][N:7]=[CH:8]3)[CH:3]=1. (4) Given the reactants O[C:2]1[CH:11]=[C:10]2[C:5]([C:6](OC3C=C4C(=CC=3)NC=C4)=[N:7][CH:8]=[N:9]2)=[CH:4][C:3]=1OC.C1(P(C2C=CC=CC=2)C2C=CC=CC=2)C=CC=CC=1.OCCN1CCOCC1.N(C(OCC)=O)=NC(OCC)=O, predict the reaction product. The product is: [N:9]1[C:10]2[C:5](=[CH:4][CH:3]=[CH:2][CH:11]=2)[CH:6]=[N:7][CH:8]=1. (5) Given the reactants [N:1]1([C:10]2[S:14][C:13]([C:15]([O:17]C)=O)=[C:12]([O:19][CH2:20][C:21]3[CH:26]=[CH:25][CH:24]=[C:23]([CH3:27])[CH:22]=3)[CH:11]=2)[C:5]2[CH:6]=[CH:7][CH:8]=[CH:9][C:4]=2[N:3]=[CH:2]1.[NH3:28], predict the reaction product. The product is: [N:1]1([C:10]2[S:14][C:13]([C:15]([NH2:28])=[O:17])=[C:12]([O:19][CH2:20][C:21]3[CH:26]=[CH:25][CH:24]=[C:23]([CH3:27])[CH:22]=3)[CH:11]=2)[C:5]2[CH:6]=[CH:7][CH:8]=[CH:9][C:4]=2[N:3]=[CH:2]1.